From a dataset of Forward reaction prediction with 1.9M reactions from USPTO patents (1976-2016). Predict the product of the given reaction. (1) The product is: [CH3:12][C@@H:13]1[CH2:17][CH2:16][CH2:15][N:14]1[CH2:18][CH2:19][C:20]1[CH:25]=[CH:24][C:23]([C:2]2[CH:3]=[C:4]3[C:8](=[CH:9][CH:10]=2)[CH2:7][NH:6][CH2:5]3)=[CH:22][CH:21]=1. Given the reactants Br[C:2]1[CH:3]=[C:4]2[C:8](=[CH:9][CH:10]=1)[CH2:7][NH:6][CH2:5]2.Cl.[CH3:12][C@@H:13]1[CH2:17][CH2:16][CH2:15][N:14]1[CH2:18][CH2:19][C:20]1[CH:25]=[CH:24][C:23](B(O)O)=[CH:22][CH:21]=1.C([O-])([O-])=O.[Na+].[Na+], predict the reaction product. (2) Given the reactants [Br:1][C:2]1[N:3]=[C:4]([CH2:21][CH3:22])[C:5]([NH:10][C@@H:11]2[C:19]3C(=CC=C[CH:18]=3)C[C@@H:12]2[OH:20])=[N:6][C:7]=1[CH2:8][CH3:9].C(C1C(N[C@@H]2C[O:37]C[C@H]2O)=NC(CC)=CN=1)C, predict the reaction product. The product is: [Br:1][C:2]1[N:3]=[C:4]([CH2:21][CH3:22])[C:5]([NH:10][C@@H:11]2[CH2:12][O:20][CH2:18][C@H:19]2[OH:37])=[N:6][C:7]=1[CH2:8][CH3:9]. (3) Given the reactants [Cl-].[Cl-].[Cl-].[Al+3].C1(C)C=CC=CC=1.[CH3:12][O:13][C:14]1[O:15][C:16]2[C:21]([C:22](=[O:24])[CH:23]=1)=[CH:20][CH:19]=[C:18]([O:25]C)[CH:17]=2, predict the reaction product. The product is: [OH:25][C:18]1[CH:17]=[C:16]2[C:21]([C:22](=[O:24])[CH:23]=[C:14]([O:13][CH3:12])[O:15]2)=[CH:20][CH:19]=1. (4) Given the reactants [CH3:1][N:2]([CH3:46])[CH2:3][C:4]([O:6][C@H:7]([CH3:45])[CH2:8][N:9]1[C:13]([CH3:14])=[C:12]([C:15](=[O:37])[NH:16][C:17]2[CH:22]=[CH:21][C:20]([O:23][C:24]3[C:33]4[C:28](=[CH:29][C:30]([O:34][CH3:35])=[CH:31][CH:32]=4)[N:27]=[CH:26][CH:25]=3)=[C:19]([F:36])[CH:18]=2)[C:11](=[O:38])[N:10]1[C:39]1[CH:44]=[CH:43][CH:42]=[CH:41][CH:40]=1)=[O:5].[ClH:47], predict the reaction product. The product is: [ClH:47].[CH3:46][N:2]([CH3:1])[CH2:3][C:4]([O:6][C@H:7]([CH3:45])[CH2:8][N:9]1[C:13]([CH3:14])=[C:12]([C:15](=[O:37])[NH:16][C:17]2[CH:22]=[CH:21][C:20]([O:23][C:24]3[C:33]4[C:28](=[CH:29][C:30]([O:34][CH3:35])=[CH:31][CH:32]=4)[N:27]=[CH:26][CH:25]=3)=[C:19]([F:36])[CH:18]=2)[C:11](=[O:38])[N:10]1[C:39]1[CH:40]=[CH:41][CH:42]=[CH:43][CH:44]=1)=[O:5]. (5) Given the reactants Cl[C:2]1[C:3]([O:10][C@@H:11]2[CH2:16][CH2:15][C@@H:14]([CH3:17])[N:13]([C:18]([C:20]3[CH:25]=[CH:24][CH:23]=[CH:22][C:21]=3[N:26]3[N:30]=[CH:29][CH:28]=[N:27]3)=[O:19])[CH2:12]2)=[N:4][CH:5]=[CH:6][C:7]=1[C:8]#[N:9].N#N.[Br-].[CH:34]1([Zn+])[CH2:36][CH2:35]1, predict the reaction product. The product is: [CH:34]1([C:2]2[C:3]([O:10][C@@H:11]3[CH2:16][CH2:15][C@@H:14]([CH3:17])[N:13]([C:18]([C:20]4[CH:25]=[CH:24][CH:23]=[CH:22][C:21]=4[N:26]4[N:30]=[CH:29][CH:28]=[N:27]4)=[O:19])[CH2:12]3)=[N:4][CH:5]=[CH:6][C:7]=2[C:8]#[N:9])[CH2:36][CH2:35]1.